This data is from Catalyst prediction with 721,799 reactions and 888 catalyst types from USPTO. The task is: Predict which catalyst facilitates the given reaction. (1) Reactant: [CH:1]1([NH:6][C:7]2[CH:12]=[CH:11][N:10]3[N:13]=[C:14]([C:28]4[CH:33]=[CH:32][C:31]([F:34])=[CH:30][CH:29]=4)[C:15]([C:16]4[CH:21]=[CH:20][N:19]=[C:18]([NH:22][CH:23]5[CH2:27][CH2:26][CH2:25][CH2:24]5)[N:17]=4)=[C:9]3[CH:8]=2)[CH2:5][CH2:4][CH2:3][CH2:2]1.C([Li])CCC.C(Cl)(Cl)(Cl)[Cl:41]. Product: [Cl:41][C:11]1[N:10]2[N:13]=[C:14]([C:28]3[CH:29]=[CH:30][C:31]([F:34])=[CH:32][CH:33]=3)[C:15]([C:16]3[CH:21]=[CH:20][N:19]=[C:18]([NH:22][CH:23]4[CH2:24][CH2:25][CH2:26][CH2:27]4)[N:17]=3)=[C:9]2[CH:8]=[C:7]([NH:6][CH:1]2[CH2:2][CH2:3][CH2:4][CH2:5]2)[CH:12]=1. The catalyst class is: 7. (2) The catalyst class is: 143. Product: [CH3:8][C:4]([CH3:7])([CH2:5][CH3:6])[C:3](=[O:9])[C:2]([N:10]1[CH2:14][CH2:13][CH2:12][C@H:11]1[C:15]([O:17][CH2:18][CH2:19][C:20]1[CH:25]=[CH:24][CH:23]=[CH:22][CH:21]=1)=[O:16])=[O:1]. Reactant: [O:1]=[C:2]([N:10]1[CH2:14][CH2:13][CH2:12][C@H:11]1[C:15]([OH:17])=[O:16])[C:3](=[O:9])[C:4]([CH3:8])([CH3:7])[CH2:5][CH3:6].[CH2:18](O)[CH2:19][C:20]1[CH:25]=[CH:24][CH:23]=[CH:22][CH:21]=1.C1(N=C=NC2CCCCC2)CCCCC1.C12(CS(O)(=O)=O)C(C)(C)C(CC1)CC2=O. (3) Reactant: [CH3:1][C:2]1[N:12]([CH2:13][C:14]2[CH:19]=[CH:18][C:17]([NH:20][CH2:21][CH:22]3[CH2:27][CH2:26][NH:25][CH2:24][CH2:23]3)=[CH:16][CH:15]=2)[C:5]2=[N:6][C:7]([CH3:11])=[CH:8][C:9]([CH3:10])=[C:4]2[N:3]=1.[O:28]1[CH2:33][CH2:32][C:31](=O)[CH2:30][CH2:29]1.C(O[BH-](OC(=O)C)OC(=O)C)(=O)C.[Na+].[OH-].[Na+]. Product: [CH3:1][C:2]1[N:12]([CH2:13][C:14]2[CH:19]=[CH:18][C:17]([NH:20][CH2:21][CH:22]3[CH2:23][CH2:24][N:25]([CH:31]4[CH2:32][CH2:33][O:28][CH2:29][CH2:30]4)[CH2:26][CH2:27]3)=[CH:16][CH:15]=2)[C:5]2=[N:6][C:7]([CH3:11])=[CH:8][C:9]([CH3:10])=[C:4]2[N:3]=1. The catalyst class is: 26. (4) Reactant: CO[CH:3](OC)[N:4]([CH3:6])[CH3:5].[C:9]([C:12]1[CH:13]=[C:14]([S:22]([NH:25][C@H:26]2[CH2:31][CH2:30][CH2:29][C@@H:28]([N:32]3[CH:36]=[N:35][N:34]=[CH:33]3)[CH2:27]2)(=[O:24])=[O:23])[CH:15]=[C:16]([C:18]([F:21])([F:20])[F:19])[CH:17]=1)(=[O:11])[CH3:10]. Product: [CH3:6][N:4]([CH3:5])/[CH:3]=[CH:10]/[C:9]([C:12]1[CH:13]=[C:14]([S:22]([NH:25][C@H:26]2[CH2:31][CH2:30][CH2:29][C@@H:28]([N:32]3[CH:33]=[N:34][N:35]=[CH:36]3)[CH2:27]2)(=[O:23])=[O:24])[CH:15]=[C:16]([C:18]([F:20])([F:19])[F:21])[CH:17]=1)=[O:11]. The catalyst class is: 14. (5) Reactant: [CH2:1]([O:3][C:4]1[C:13]2[C:8](=[CH:9][CH:10]=[CH:11][CH:12]=2)[C:7]([O:14][CH2:15][CH3:16])=[C:6]([C:17]([OH:19])=O)[C:5]=1[C:20]([OH:22])=[O:21])[CH3:2].S(Cl)(Cl)=O. Product: [CH2:15]([O:14][C:7]1[C:8]2[C:13](=[CH:12][CH:11]=[CH:10][CH:9]=2)[C:4]([O:3][CH2:1][CH3:2])=[C:5]2[C:20]([O:21][C:17](=[O:19])[C:6]=12)=[O:22])[CH3:16]. The catalyst class is: 22. (6) Reactant: C([O:5][C:6](=[O:33])[C:7]1[CH:12]=[CH:11][C:10]([N:13]2[CH2:18][CH2:17][N:16]([CH3:19])[CH2:15][CH2:14]2)=[CH:9][C:8]=1[N:20]([CH:27]1[CH2:32][CH2:31][O:30][CH2:29][CH2:28]1)[C:21](=[O:26])[C:22]([F:25])([F:24])[F:23])(C)(C)C.[F:34][C:35]([F:40])([F:39])[C:36]([OH:38])=[O:37]. Product: [F:34][C:35]([F:40])([F:39])[C:36]([OH:38])=[O:37].[CH3:19][N:16]1[CH2:15][CH2:14][N:13]([C:10]2[CH:11]=[CH:12][C:7]([C:6]([OH:33])=[O:5])=[C:8]([N:20]([CH:27]3[CH2:28][CH2:29][O:30][CH2:31][CH2:32]3)[C:21](=[O:26])[C:22]([F:24])([F:25])[F:23])[CH:9]=2)[CH2:18][CH2:17]1. The catalyst class is: 4. (7) Reactant: FC(F)(F)S(O[C:7]1[CH2:8][CH2:9][N:10]([C:13]([O:15][C:16]([CH3:19])([CH3:18])[CH3:17])=[O:14])[CH2:11][CH:12]=1)(=O)=O.[C:22]([NH:25][C:26]1[CH:27]=[C:28](B(O)O)[CH:29]=[CH:30][CH:31]=1)(=[O:24])[CH3:23]. Product: [C:22]([NH:25][C:26]1[CH:31]=[C:30]([C:7]2[CH2:8][CH2:9][N:10]([C:13]([O:15][C:16]([CH3:19])([CH3:18])[CH3:17])=[O:14])[CH2:11][CH:12]=2)[CH:29]=[CH:28][CH:27]=1)(=[O:24])[CH3:23]. The catalyst class is: 216.